From a dataset of Merck oncology drug combination screen with 23,052 pairs across 39 cell lines. Regression. Given two drug SMILES strings and cell line genomic features, predict the synergy score measuring deviation from expected non-interaction effect. (1) Drug 1: N.N.O=C(O)C1(C(=O)O)CCC1.[Pt]. Drug 2: O=C(CCCCCCC(=O)Nc1ccccc1)NO. Cell line: NCIH520. Synergy scores: synergy=-9.92. (2) Drug 1: Cc1nc(Nc2ncc(C(=O)Nc3c(C)cccc3Cl)s2)cc(N2CCN(CCO)CC2)n1. Drug 2: CNC(=O)c1cc(Oc2ccc(NC(=O)Nc3ccc(Cl)c(C(F)(F)F)c3)cc2)ccn1. Cell line: OVCAR3. Synergy scores: synergy=25.3. (3) Drug 1: COC12C(COC(N)=O)C3=C(C(=O)C(C)=C(N)C3=O)N1CC1NC12. Drug 2: CCc1cnn2c(NCc3ccc[n+]([O-])c3)cc(N3CCCCC3CCO)nc12. Cell line: OVCAR3. Synergy scores: synergy=-3.23. (4) Drug 1: COc1cccc2c1C(=O)c1c(O)c3c(c(O)c1C2=O)CC(O)(C(=O)CO)CC3OC1CC(N)C(O)C(C)O1. Drug 2: O=C(NOCC(O)CO)c1ccc(F)c(F)c1Nc1ccc(I)cc1F. Cell line: UACC62. Synergy scores: synergy=1.69. (5) Drug 1: C#Cc1cccc(Nc2ncnc3cc(OCCOC)c(OCCOC)cc23)c1. Drug 2: CCC1(O)C(=O)OCc2c1cc1n(c2=O)Cc2cc3c(CN(C)C)c(O)ccc3nc2-1. Cell line: A375. Synergy scores: synergy=25.4. (6) Drug 1: COc1cccc2c1C(=O)c1c(O)c3c(c(O)c1C2=O)CC(O)(C(=O)CO)CC3OC1CC(N)C(O)C(C)O1. Drug 2: CNC(=O)c1cc(Oc2ccc(NC(=O)Nc3ccc(Cl)c(C(F)(F)F)c3)cc2)ccn1. Cell line: LOVO. Synergy scores: synergy=-15.3. (7) Drug 1: CCc1cnn2c(NCc3ccc[n+]([O-])c3)cc(N3CCCCC3CCO)nc12. Drug 2: Cn1cc(-c2cnn3c(N)c(Br)c(C4CCCNC4)nc23)cn1. Cell line: PA1. Synergy scores: synergy=4.00. (8) Drug 1: O=S1(=O)NC2(CN1CC(F)(F)F)C1CCC2Cc2cc(C=CCN3CCC(C(F)(F)F)CC3)ccc2C1. Drug 2: O=C(NOCC(O)CO)c1ccc(F)c(F)c1Nc1ccc(I)cc1F. Cell line: UWB1289. Synergy scores: synergy=8.04. (9) Drug 1: Cn1nnc2c(C(N)=O)ncn2c1=O. Drug 2: O=C(NOCC(O)CO)c1ccc(F)c(F)c1Nc1ccc(I)cc1F. Cell line: LNCAP. Synergy scores: synergy=-5.52.